Predict the reactants needed to synthesize the given product. From a dataset of Full USPTO retrosynthesis dataset with 1.9M reactions from patents (1976-2016). (1) Given the product [CH2:30]([O:29][C:27]([NH:19][C@@:7]1([C:5]([O:4][CH2:2][CH3:3])=[O:6])[CH2:12][C:11](=[O:13])[C@@H:10]2[C@H:8]1[C@H:9]2[C:14]([O:16][CH2:17][CH3:18])=[O:15])=[O:28])[C:31]1[CH:36]=[CH:35][CH:34]=[CH:33][CH:32]=1, predict the reactants needed to synthesize it. The reactants are: Cl.[CH2:2]([O:4][C:5]([C@:7]1([NH2:19])[CH2:12][C:11](=[O:13])[C@@H:10]2[C@H:8]1[C@H:9]2[C:14]([O:16][CH2:17][CH3:18])=[O:15])=[O:6])[CH3:3].C(=O)([O-])[O-].[K+].[K+].Cl[C:27]([O:29][CH2:30][C:31]1[CH:36]=[CH:35][CH:34]=[CH:33][CH:32]=1)=[O:28]. (2) Given the product [CH2:16]([O:15][C:9]1[CH:10]=[C:11]([F:14])[CH:12]=[CH:13][C:8]=1[C:6]1[C:5]([F:18])=[CH:4][N:3]=[C:2]([NH:23][C:22]2[CH:24]=[C:25]([CH2:27][S:28][CH3:29])[CH:26]=[C:20]([F:19])[CH:21]=2)[N:7]=1)[CH3:17], predict the reactants needed to synthesize it. The reactants are: Cl[C:2]1[N:7]=[C:6]([C:8]2[CH:13]=[CH:12][C:11]([F:14])=[CH:10][C:9]=2[O:15][CH2:16][CH3:17])[C:5]([F:18])=[CH:4][N:3]=1.[F:19][C:20]1[CH:21]=[C:22]([CH:24]=[C:25]([CH2:27][S:28][CH3:29])[CH:26]=1)[NH2:23]. (3) The reactants are: [C:1]([NH:4][CH2:5][C@@H:6]1[O:10][C:9](=[O:11])[N:8]([C:12]2[CH:17]=[CH:16][C:15]([NH2:18])=[C:14]([F:19])[CH:13]=2)[CH2:7]1)(=O)[CH3:2].COC1C=CC(P2(SP(C3C=CC(OC)=CC=3)(=S)S2)=[S:29])=CC=1. Given the product [C:1]([NH:4][CH2:5][C@@H:6]1[O:10][C:9](=[O:11])[N:8]([C:12]2[CH:17]=[CH:16][C:15]([NH2:18])=[C:14]([F:19])[CH:13]=2)[CH2:7]1)(=[S:29])[CH3:2], predict the reactants needed to synthesize it. (4) Given the product [CH2:19]([CH:18]([C:17]1[N:10]2[C:11]([C:12](=[O:14])[NH:13][C:8]([C:6]3[CH:7]=[C:2]([NH:1][C:37]([NH:36][C:33]4[CH:34]=[CH:35][C:30]([S:29][C:28]([F:39])([F:27])[F:40])=[CH:31][CH:32]=4)=[O:38])[CH:3]=[CH:4][C:5]=3[O:24][CH2:25][CH3:26])=[N:9]2)=[C:15]([CH3:23])[N:16]=1)[CH2:21][CH3:22])[CH3:20], predict the reactants needed to synthesize it. The reactants are: [NH2:1][C:2]1[CH:3]=[CH:4][C:5]([O:24][CH2:25][CH3:26])=[C:6]([C:8]2[NH:13][C:12](=[O:14])[C:11]3=[C:15]([CH3:23])[N:16]=[C:17]([CH:18]([CH2:21][CH3:22])[CH2:19][CH3:20])[N:10]3[N:9]=2)[CH:7]=1.[F:27][C:28]([F:40])([F:39])[S:29][C:30]1[CH:35]=[CH:34][C:33]([N:36]=[C:37]=[O:38])=[CH:32][CH:31]=1. (5) Given the product [CH2:9]([N:16]1[C:25]2[C:20](=[CH:21][C:22]([F:26])=[CH:23][CH:24]=2)[C:19]([N:27]2[CH2:32][CH2:31][N:30]([C:6]([C:2]3[S:1][CH:5]=[CH:4][CH:3]=3)=[O:7])[CH2:29][CH2:28]2)=[C:18]([C:33]#[N:34])[C:17]1=[O:35])[C:10]1[CH:15]=[CH:14][CH:13]=[CH:12][CH:11]=1, predict the reactants needed to synthesize it. The reactants are: [S:1]1[CH:5]=[CH:4][CH:3]=[C:2]1[C:6](Cl)=[O:7].[CH2:9]([N:16]1[C:25]2[C:20](=[CH:21][C:22]([F:26])=[CH:23][CH:24]=2)[C:19]([N:27]2[CH2:32][CH2:31][NH:30][CH2:29][CH2:28]2)=[C:18]([C:33]#[N:34])[C:17]1=[O:35])[C:10]1[CH:15]=[CH:14][CH:13]=[CH:12][CH:11]=1.